From a dataset of Peptide-MHC class II binding affinity with 134,281 pairs from IEDB. Regression. Given a peptide amino acid sequence and an MHC pseudo amino acid sequence, predict their binding affinity value. This is MHC class II binding data. (1) The peptide sequence is KISVQYNLSHSYAVD. The MHC is H-2-IAb with pseudo-sequence H-2-IAb. The binding affinity (normalized) is 0.637. (2) The binding affinity (normalized) is 0.149. The peptide sequence is KSILLIMNANTLMGR. The MHC is DRB1_1302 with pseudo-sequence DRB1_1302.